From a dataset of Forward reaction prediction with 1.9M reactions from USPTO patents (1976-2016). Predict the product of the given reaction. Given the reactants [CH3:1][O:2][C:3](=[O:20])[C:4]([CH2:16][CH2:17][CH:18]=[CH2:19])([C:9]1[CH:14]=[CH:13][CH:12]=[C:11]([F:15])[CH:10]=1)[CH2:5][CH2:6]C=C, predict the reaction product. The product is: [CH3:1][O:2][C:3]([C:4]1([C:9]2[CH:14]=[CH:13][CH:12]=[C:11]([F:15])[CH:10]=2)[CH2:5][CH2:6][CH:19]=[CH:18][CH2:17][CH2:16]1)=[O:20].